Task: Predict the reactants needed to synthesize the given product.. Dataset: Full USPTO retrosynthesis dataset with 1.9M reactions from patents (1976-2016) (1) Given the product [Cl:14][C:12]1[CH:11]=[CH:10][C:9]([O:15][CH2:16][C:17]([N:19]2[CH2:24][C@H:23]([CH3:25])[N:22]([CH2:26][C:27]3[CH:28]=[CH:29][C:30]([F:33])=[CH:31][CH:32]=3)[CH2:21][C@H:20]2[CH3:34])=[O:18])=[C:8]([CH:13]=1)[CH2:7][N:5]([CH2:4][C:3]([OH:35])=[O:2])[CH3:6], predict the reactants needed to synthesize it. The reactants are: C[O:2][C:3](=[O:35])[CH2:4][N:5]([CH2:7][C:8]1[CH:13]=[C:12]([Cl:14])[CH:11]=[CH:10][C:9]=1[O:15][CH2:16][C:17]([N:19]1[CH2:24][C@H:23]([CH3:25])[N:22]([CH2:26][C:27]2[CH:32]=[CH:31][C:30]([F:33])=[CH:29][CH:28]=2)[CH2:21][C@H:20]1[CH3:34])=[O:18])[CH3:6].O1CCCC1.O.[OH-].[Li+]. (2) Given the product [Cl:26][C:25]1[N:21]([C:18]2[CH:19]=[CH:20][C:15]([C:13]3[N:14]=[C:10]([NH:9][C:6](=[O:8])[CH3:7])[S:11][CH:12]=3)=[CH:16][CH:17]=2)[C:22]2[C:39](=[O:40])[N:30]([C:31]3[CH:36]=[CH:35][CH:34]=[C:33]([O:37][CH3:38])[CH:32]=3)[C:28](=[O:29])[NH:27][C:23]=2[CH:24]=1, predict the reactants needed to synthesize it. The reactants are: CC[O-].[Na+].[Na].[C:6]([NH:9][C:10]1[S:11][CH:12]=[C:13]([C:15]2[CH:20]=[CH:19][C:18]([N:21]3[C:25]([Cl:26])=[CH:24][C:23]([NH:27][C:28]([NH:30][C:31]4[CH:36]=[CH:35][CH:34]=[C:33]([O:37][CH3:38])[CH:32]=4)=[O:29])=[C:22]3[C:39](OCC)=[O:40])=[CH:17][CH:16]=2)[N:14]=1)(=[O:8])[CH3:7]. (3) Given the product [CH3:38][O:37][C:32]1[CH:33]=[CH:34][CH:35]=[CH:36][C:31]=1[CH2:30][O:29][CH2:28][CH2:27][CH2:26][O:25][C:22]1[CH:23]=[CH:24][C:19]([CH:18]2[CH2:17][CH2:16][N:15]([C:39]([O:41][C:42]([CH3:45])([CH3:44])[CH3:43])=[O:40])[CH2:14][CH:13]2[O:12][CH2:11][CH:10]2[CH2:9][N:8]([S:47]([C:50]3[CH:55]=[CH:54][C:53]([CH3:56])=[CH:52][CH:51]=3)(=[O:49])=[O:48])[C:3]3[CH:4]=[CH:5][CH:6]=[CH:7][C:2]=3[O:46]2)=[CH:20][CH:21]=1, predict the reactants needed to synthesize it. The reactants are: F[C:2]1[CH:7]=[CH:6][CH:5]=[CH:4][C:3]=1[N:8]([S:47]([C:50]1[CH:55]=[CH:54][C:53]([CH3:56])=[CH:52][CH:51]=1)(=[O:49])=[O:48])[CH2:9][CH:10]([OH:46])[CH2:11][O:12][CH:13]1[CH:18]([C:19]2[CH:24]=[CH:23][C:22]([O:25][CH2:26][CH2:27][CH2:28][O:29][CH2:30][C:31]3[CH:36]=[CH:35][CH:34]=[CH:33][C:32]=3[O:37][CH3:38])=[CH:21][CH:20]=2)[CH2:17][CH2:16][N:15]([C:39]([O:41][C:42]([CH3:45])([CH3:44])[CH3:43])=[O:40])[CH2:14]1.CC(C)([O-])C.[K+]. (4) The reactants are: [N+:1]([C:4]1[C:5]([C:14]([C:16]2[CH:21]=[CH:20][C:19]([C:22]([F:25])([F:24])[F:23])=[CH:18][CH:17]=2)=[O:15])=[CH:6][CH:7]=[C:8]2[C:13]=1[N:12]=[CH:11][CH:10]=[CH:9]2)([O-])=O. Given the product [NH2:1][C:4]1[C:5]([C:14]([C:16]2[CH:17]=[CH:18][C:19]([C:22]([F:25])([F:23])[F:24])=[CH:20][CH:21]=2)=[O:15])=[CH:6][CH:7]=[C:8]2[C:13]=1[N:12]=[CH:11][CH:10]=[CH:9]2, predict the reactants needed to synthesize it. (5) Given the product [Si:1]([O:8][CH2:9][C:10]1[C:11]([F:22])=[C:12]([N:16]2[CH2:21][CH2:20][N:19]([C:25]3[CH:30]=[CH:29][N:28]=[CH:27][N:26]=3)[CH2:18][CH2:17]2)[CH:13]=[CH:14][CH:15]=1)([C:4]([CH3:7])([CH3:5])[CH3:6])([CH3:3])[CH3:2], predict the reactants needed to synthesize it. The reactants are: [Si:1]([O:8][CH2:9][C:10]1[C:11]([F:22])=[C:12]([N:16]2[CH2:21][CH2:20][NH:19][CH2:18][CH2:17]2)[CH:13]=[CH:14][CH:15]=1)([C:4]([CH3:7])([CH3:6])[CH3:5])([CH3:3])[CH3:2].Cl.Cl[C:25]1[CH:30]=[CH:29][N:28]=[CH:27][N:26]=1. (6) Given the product [O:11]1[CH:12]=[C:8]([C:6]2[N:7]=[C:2]([NH:25][C:26]3[CH:27]=[CH:28][C:29]([N:32]4[CH2:33][CH2:34][N:35]([C:38](=[O:40])[CH3:39])[CH2:36][CH2:37]4)=[CH:30][CH:31]=3)[C:3]3[NH:15][N:14]=[CH:13][C:4]=3[N:5]=2)[N:9]=[CH:10]1, predict the reactants needed to synthesize it. The reactants are: Cl[C:2]1[C:3]2[C:4](=[CH:13][N:14](CC3C=CC(OC)=CC=3)[N:15]=2)[N:5]=[C:6]([C:8]2[N:9]=[CH:10][O:11][CH:12]=2)[N:7]=1.[NH2:25][C:26]1[CH:31]=[CH:30][C:29]([N:32]2[CH2:37][CH2:36][N:35]([C:38](=[O:40])[CH3:39])[CH2:34][CH2:33]2)=[CH:28][CH:27]=1.Cl. (7) Given the product [N:1]1([CH2:8][CH2:9][O:10][C:11]2[CH:16]=[CH:15][C:14]([C:17]([C:19]3[C:28]4[C:23](=[CH:24][C:25]([OH:29])=[CH:26][CH:27]=4)[CH:22]=[CH:21][C:20]=3[C:31]3[CH:36]=[C:35]([F:37])[CH:34]=[C:33]([F:38])[C:32]=3[F:39])=[O:18])=[CH:13][CH:12]=2)[CH2:7][CH2:6][CH2:5][CH2:4][CH2:3][CH2:2]1, predict the reactants needed to synthesize it. The reactants are: [N:1]1([CH2:8][CH2:9][O:10][C:11]2[CH:16]=[CH:15][C:14]([C:17]([C:19]3[C:28]4[C:23](=[CH:24][C:25]([O:29]C)=[CH:26][CH:27]=4)[CH:22]=[CH:21][C:20]=3[C:31]3[CH:36]=[C:35]([F:37])[CH:34]=[C:33]([F:38])[C:32]=3[F:39])=[O:18])=[CH:13][CH:12]=2)[CH2:7][CH2:6][CH2:5][CH2:4][CH2:3][CH2:2]1.B(Br)(Br)Br.C(=O)(O)[O-].[Na+].C(Cl)(Cl)Cl.C(O)(C)C. (8) Given the product [CH3:31][C:22]1[CH:23]=[C:24]([CH:25]=[CH:26][CH:27]=1)[C:28]([NH:1][C:2]1[C:11]2[C:6](=[CH:7][CH:8]=[CH:9][CH:10]=2)[CH:5]=[CH:4][C:3]=1[C:12]([OH:21])([C:13]([F:14])([F:15])[F:16])[C:17]([F:18])([F:19])[F:20])=[O:29], predict the reactants needed to synthesize it. The reactants are: [NH2:1][C:2]1[C:11]2[C:6](=[CH:7][CH:8]=[CH:9][CH:10]=2)[CH:5]=[CH:4][C:3]=1[C:12]([OH:21])([C:17]([F:20])([F:19])[F:18])[C:13]([F:16])([F:15])[F:14].[C:22]1([CH3:31])[CH:27]=[CH:26][CH:25]=[C:24]([C:28](Cl)=[O:29])[CH:23]=1. (9) Given the product [C:1]([C:5]1[S:9][C:8]([C:10]([NH:12][C@@H:13]([CH2:27][C:28]2[CH:33]=[CH:32][C:31]([C:34]3[N:39]=[CH:38][C:37]([C:40]4[CH:45]=[CH:44][C:43]([O:46][CH2:47][CH2:48][CH2:49][CH:50]([CH3:52])[CH3:51])=[CH:42][CH:41]=4)=[CH:36][N:35]=3)=[CH:30][CH:29]=2)[C:14]([N:16]2[CH2:19][CH:18]([C:20]([OH:22])=[O:21])[CH2:17]2)=[O:15])=[O:11])=[CH:7][CH:6]=1)([CH3:4])([CH3:3])[CH3:2], predict the reactants needed to synthesize it. The reactants are: [C:1]([C:5]1[S:9][C:8]([C:10]([NH:12][C@@H:13]([CH2:27][C:28]2[CH:33]=[CH:32][C:31]([C:34]3[N:39]=[CH:38][C:37]([C:40]4[CH:45]=[CH:44][C:43]([O:46][CH2:47][CH2:48][CH2:49][CH:50]([CH3:52])[CH3:51])=[CH:42][CH:41]=4)=[CH:36][N:35]=3)=[CH:30][CH:29]=2)[C:14]([N:16]2[CH2:19][CH:18]([C:20]([O:22]C(C)(C)C)=[O:21])[CH2:17]2)=[O:15])=[O:11])=[CH:7][CH:6]=1)([CH3:4])([CH3:3])[CH3:2].C(O)(C(F)(F)F)=O. (10) Given the product [CH:27]1([N:31]2[CH2:37][CH2:36][C:35]3[CH:38]=[CH:39][C:40]([NH:42][C:11](=[O:13])[C:10]4[CH:9]=[CH:8][C:7]([C:2]5[CH:3]=[CH:4][CH:5]=[CH:6][N:1]=5)=[CH:15][CH:14]=4)=[CH:41][C:34]=3[CH2:33][CH2:32]2)[CH2:30][CH2:29][CH2:28]1, predict the reactants needed to synthesize it. The reactants are: [N:1]1[CH:6]=[CH:5][CH:4]=[CH:3][C:2]=1[C:7]1[CH:15]=[CH:14][C:10]([C:11]([OH:13])=O)=[CH:9][CH:8]=1.O.ON1C2C=CC=CC=2N=N1.[CH:27]1([N:31]2[CH2:37][CH2:36][C:35]3[CH:38]=[CH:39][C:40]([NH2:42])=[CH:41][C:34]=3[CH2:33][CH2:32]2)[CH2:30][CH2:29][CH2:28]1.